Predict the reaction yield, written as a fraction of the theoretical maximum amount of product (1.0 means a 100% yield; for example, 0.34 means a 34% yield). From a dataset of Reaction yield outcomes from USPTO patents with 853,638 reactions. (1) The catalyst is C(Cl)Cl.O. The yield is 0.420. The reactants are O([C:9]([O:11][C:12]([CH3:15])([CH3:14])[CH3:13])=[O:10])[C:9]([O:11][C:12]([CH3:15])([CH3:14])[CH3:13])=[O:10].[NH2:16][CH2:17][C:18]1(C)[CH:23]=[CH:22][C:21]([CH2:24][NH2:25])=[CH:20][CH:19]1C. The product is [NH2:16][CH2:17][C:18]1[CH:23]=[CH:22][C:21]([CH2:24][NH:25][C:9](=[O:10])[O:11][C:12]([CH3:13])([CH3:14])[CH3:15])=[CH:20][CH:19]=1. (2) The reactants are [CH2:1]([C:4]1[CH:9]=[C:8]([C:10]([F:13])([F:12])[F:11])[CH:7]=[CH:6][C:5]=1[OH:14])[CH:2]=[CH2:3].Cl[Sn](Cl)(Cl)Cl.[I:20]I. The catalyst is ClCCl. The product is [I:20][CH2:3][CH:2]1[CH2:1][C:4]2[CH:9]=[C:8]([C:10]([F:12])([F:13])[F:11])[CH:7]=[CH:6][C:5]=2[O:14]1. The yield is 0.430. (3) The reactants are [CH3:1][S:2]([C:5]1[N:10]=[CH:9][C:8]([O:11][C:12]2[CH:13]=[C:14]3[C:18](=[CH:19][CH:20]=2)[NH:17][C:16]([C:21]2[S:22][CH:23]([CH2:26][C:27]([OH:29])=O)[CH2:24][N:25]=2)=[CH:15]3)=[CH:7][CH:6]=1)(=[O:4])=[O:3].O.O[N:32]1[C:36]2C=CC=CC=2N=N1.Cl.C(N=C=NCCCN(C)C)C.Cl.CN. The catalyst is CN(C)C=O.CCCCCC.C(OCC)(=O)C.CO.O.C(N(CC)CC)C. The product is [CH3:36][NH:32][C:27](=[O:29])[CH2:26][CH:23]1[S:22][C:21]([C:16]2[NH:17][C:18]3[C:14]([CH:15]=2)=[CH:13][C:12]([O:11][C:8]2[CH:9]=[N:10][C:5]([S:2]([CH3:1])(=[O:3])=[O:4])=[CH:6][CH:7]=2)=[CH:20][CH:19]=3)=[N:25][CH2:24]1. The yield is 0.410. (4) The reactants are [F:1][C:2]1[CH:7]=[C:6]([F:8])[CH:5]=[CH:4][C:3]=1[C:9]1[C:18]([N:19]2[CH2:23][CH2:22][CH2:21][C@@H:20]2[CH3:24])=[N:17][C:16]2[C:11](=[CH:12][CH:13]=[C:14]([C:25]([O:27]C)=[O:26])[CH:15]=2)[N:10]=1.[OH-].[Na+].O. The catalyst is CO. The product is [F:1][C:2]1[CH:7]=[C:6]([F:8])[CH:5]=[CH:4][C:3]=1[C:9]1[C:18]([N:19]2[CH2:23][CH2:22][CH2:21][C@@H:20]2[CH3:24])=[N:17][C:16]2[C:11](=[CH:12][CH:13]=[C:14]([C:25]([OH:27])=[O:26])[CH:15]=2)[N:10]=1. The yield is 0.860. (5) The reactants are [CH2:1]([O:5][C:6]1[CH:11]=[CH:10][C:9]([S:12]([N:15]2[CH2:20][CH2:19][O:18][CH2:17][CH:16]2[C:21]([OH:23])=O)(=[O:14])=[O:13])=[CH:8][CH:7]=1)[C:2]#[C:3][CH3:4].CN(C=O)C.C(Cl)(=O)C(Cl)=O.C(N(CC)CC)C.[NH2:42][OH:43]. The catalyst is ClCCl.C1COCC1. The product is [CH2:1]([O:5][C:6]1[CH:11]=[CH:10][C:9]([S:12]([N:15]2[CH2:20][CH2:19][O:18][CH2:17][CH:16]2[C:21]([NH:42][OH:43])=[O:23])(=[O:14])=[O:13])=[CH:8][CH:7]=1)[C:2]#[C:3][CH3:4]. The yield is 0.778.